Dataset: Reaction yield outcomes from USPTO patents with 853,638 reactions. Task: Predict the reaction yield, written as a fraction of the theoretical maximum amount of product (1.0 means a 100% yield; for example, 0.34 means a 34% yield). (1) The yield is 0.950. The reactants are [F:1][C:2]([F:30])([F:29])[O:3][C:4]1[CH:9]=[CH:8][C:7]([N:10]2[CH:14]=[N:13][C:12]([C:15]3[CH:20]=[CH:19][C:18](/[C:21](/[CH3:28])=[CH:22]/[C:23]([O:25]CC)=[O:24])=[CH:17][CH:16]=3)=[N:11]2)=[CH:6][CH:5]=1.[OH-].[Na+].Cl. The catalyst is CO. The product is [F:30][C:2]([F:1])([F:29])[O:3][C:4]1[CH:9]=[CH:8][C:7]([N:10]2[CH:14]=[N:13][C:12]([C:15]3[CH:20]=[CH:19][C:18](/[C:21](/[CH3:28])=[CH:22]/[C:23]([OH:25])=[O:24])=[CH:17][CH:16]=3)=[N:11]2)=[CH:6][CH:5]=1. (2) The yield is 0.120. The catalyst is CO. The reactants are [CH3:1][O:2][C:3]1[CH:11]=[CH:10][C:6]([C:7](=[S:9])[NH2:8])=[CH:5][CH:4]=1.Br[CH2:13][C:14](=O)[CH2:15][CH2:16][CH2:17][CH2:18][CH2:19][NH:20][C:21](=[O:32])[CH2:22][O:23][CH2:24][C:25]1[CH:30]=[CH:29][C:28]([F:31])=[CH:27][CH:26]=1. The product is [F:31][C:28]1[CH:27]=[CH:26][C:25]([CH2:24][O:23][CH2:22][C:21]([NH:20][CH2:19][CH2:18][CH2:17][CH2:16][CH2:15][C:14]2[N:8]=[C:7]([C:6]3[CH:10]=[CH:11][C:3]([O:2][CH3:1])=[CH:4][CH:5]=3)[S:9][CH:13]=2)=[O:32])=[CH:30][CH:29]=1. (3) The reactants are [C:1]([O:11][CH3:12])(=[O:10])[C:2]1[NH:9][C:7](=[O:8])[NH:6][C:4](=[O:5])[CH:3]=1.II.[I:15](O)(=O)(=O)=O. The catalyst is CO. The product is [CH3:12][O:11][C:1]([C:2]1[NH:9][C:7](=[O:8])[NH:6][C:4](=[O:5])[C:3]=1[I:15])=[O:10]. The yield is 0.970. (4) The reactants are Cl.[CH3:2][N:3]([CH2:5][CH:6]([CH:15]1[CH2:20][CH2:19][CH2:18][CH2:17][CH:16]1[OH:21])[C:7]1[CH:12]=[CH:11][C:10]([O:13][CH3:14])=[CH:9][CH:8]=1)[CH3:4].C(Cl)Cl.[OH-].[Na+]. The catalyst is O. The product is [CH3:2][N:3]([CH2:5][CH:6]([CH:15]1[CH2:20][CH2:19][CH2:18][CH2:17][CH:16]1[OH:21])[C:7]1[CH:12]=[CH:11][C:10]([O:13][CH3:14])=[CH:9][CH:8]=1)[CH3:4]. The yield is 0.945. (5) The reactants are [N+:1]([C:4]1[CH:5]=[C:6]([O:15][C:16]([F:19])([F:18])[F:17])[CH:7]=[C:8]2[C:13]=1[NH:12][C:11](=O)[CH:10]=[CH:9]2)([O-])=O.[Sn](Cl)Cl. The catalyst is Cl. The product is [F:19][C:16]([F:17])([F:18])[O:15][C:6]1[CH:7]=[C:8]2[C:13](=[C:4]([NH2:1])[CH:5]=1)[N:12]=[CH:11][CH:10]=[CH:9]2. The yield is 0.840. (6) The reactants are Cl.[CH3:2][O:3][C:4](=[O:9])[C@@H:5]([CH2:7][SH:8])[NH2:6].Cl.C(OCC)(=O)C.[C:17]([Cl:36])([C:30]1[CH:35]=[CH:34][CH:33]=[CH:32][CH:31]=1)([C:24]1[CH:29]=[CH:28][CH:27]=[CH:26][CH:25]=1)[C:18]1[CH:23]=[CH:22][CH:21]=[CH:20][CH:19]=1.C(=O)([O-])O.[Na+]. The catalyst is CN(C)C=O.C(OCC)C. The product is [ClH:36].[CH3:2][O:3][C:4](=[O:9])[C@@H:5]([CH2:7][S:8][C:17]([C:18]1[CH:23]=[CH:22][CH:21]=[CH:20][CH:19]=1)([C:30]1[CH:31]=[CH:32][CH:33]=[CH:34][CH:35]=1)[C:24]1[CH:25]=[CH:26][CH:27]=[CH:28][CH:29]=1)[NH2:6]. The yield is 0.640.